Dataset: Full USPTO retrosynthesis dataset with 1.9M reactions from patents (1976-2016). Task: Predict the reactants needed to synthesize the given product. (1) Given the product [C:41]1([S:38]([N:19]([CH2:18][C:15]2[CH:16]=[CH:17][C:12]([C:9]([P:4](=[O:3])([OH:5])[OH:8])([F:10])[F:11])=[C:13]([Br:47])[CH:14]=2)[CH2:20][C:21]2[CH:26]=[CH:25][C:24]([C:27]([F:29])([F:28])[P:30]([OH:32])([OH:35])=[O:31])=[CH:23][CH:22]=2)(=[O:39])=[O:40])[CH:46]=[CH:45][CH:44]=[CH:43][CH:42]=1, predict the reactants needed to synthesize it. The reactants are: C([O:3][P:4]([C:9]([C:12]1[CH:17]=[CH:16][C:15]([CH2:18][N:19]([S:38]([C:41]2[CH:46]=[CH:45][CH:44]=[CH:43][CH:42]=2)(=[O:40])=[O:39])[CH2:20][C:21]2[CH:26]=[CH:25][C:24]([C:27]([P:30]([O:35]CC)([O:32]CC)=[O:31])([F:29])[F:28])=[CH:23][CH:22]=2)=[CH:14][C:13]=1[Br:47])([F:11])[F:10])(=[O:8])[O:5]CC)C.C[Si](N([Si](C)(C)C)C(=O)C(F)(F)F)(C)C.I[Si](C)(C)C. (2) Given the product [CH2:34]([O:33][C:19]1[CH:20]=[C:21]([O:25][CH2:26][C:27]2[CH:28]=[CH:29][CH:30]=[CH:31][CH:32]=2)[C:22]([Cl:24])=[CH:23][C:18]=1[C:9]1[O:8][N:7]=[C:6]([CH2:4][NH:3][CH2:1][CH3:2])[C:10]=1[C:11]1[CH:16]=[CH:15][CH:14]=[C:13]([Cl:17])[CH:12]=1)[C:35]1[CH:40]=[CH:39][CH:38]=[CH:37][CH:36]=1, predict the reactants needed to synthesize it. The reactants are: [CH2:1]([NH:3][C:4]([C:6]1[C:10]([C:11]2[CH:16]=[CH:15][CH:14]=[C:13]([Cl:17])[CH:12]=2)=[C:9]([C:18]2[CH:23]=[C:22]([Cl:24])[C:21]([O:25][CH2:26][C:27]3[CH:32]=[CH:31][CH:30]=[CH:29][CH:28]=3)=[CH:20][C:19]=2[O:33][CH2:34][C:35]2[CH:40]=[CH:39][CH:38]=[CH:37][CH:36]=2)[O:8][N:7]=1)=O)[CH3:2].